This data is from Full USPTO retrosynthesis dataset with 1.9M reactions from patents (1976-2016). The task is: Predict the reactants needed to synthesize the given product. (1) Given the product [CH3:1][C:2]1[CH:3]=[N+:4]([O-:17])[CH:5]=[CH:6][C:7]=1[CH3:8], predict the reactants needed to synthesize it. The reactants are: [CH3:1][C:2]1[CH:3]=[N:4][CH:5]=[CH:6][C:7]=1[CH3:8].ClC1C=CC=C(C(OO)=[O:17])C=1.[O-]S([O-])(=S)=O.[Na+].[Na+]. (2) The reactants are: C([O:3][C:4](=[O:30])[C:5]([CH2:23][C:24]1[CH:29]=[CH:28][CH:27]=[CH:26][CH:25]=1)([NH:11][C:12](=[O:22])[NH:13][C@@H:14]([C:16]1[CH:21]=[CH:20][CH:19]=[CH:18][CH:17]=1)[CH3:15])[C:6]([O:8]CC)=O)C.[OH-].[Li+:32]. Given the product [CH2:23]([C:5]1([C:4]([O-:3])=[O:30])[C:6](=[O:8])[N:13]([C@@H:14]([C:16]2[CH:17]=[CH:18][CH:19]=[CH:20][CH:21]=2)[CH3:15])[C:12](=[O:22])[NH:11]1)[C:24]1[CH:25]=[CH:26][CH:27]=[CH:28][CH:29]=1.[Li+:32], predict the reactants needed to synthesize it. (3) Given the product [CH3:11][O:12][C:13]([C:15]1[S:16][C:17]([C:21]#[C:22][C:23]([CH3:26])([CH3:25])[CH3:24])=[CH:18][C:19]=1[NH:20][C:8]([C@H:5]1[CH2:6][CH2:7][C@H:2]([CH3:1])[CH2:3][CH2:4]1)=[O:9])=[O:14], predict the reactants needed to synthesize it. The reactants are: [CH3:1][C@H:2]1[CH2:7][CH2:6][C@H:5]([C:8](Cl)=[O:9])[CH2:4][CH2:3]1.[CH3:11][O:12][C:13]([C:15]1[S:16][C:17]([C:21]#[C:22][C:23]([CH3:26])([CH3:25])[CH3:24])=[CH:18][C:19]=1[NH2:20])=[O:14].O. (4) Given the product [C:1]12([CH2:11][NH:12][C:13](=[O:25])[C:14]3[CH:19]=[C:18]([CH2:20][CH2:21][CH2:22][NH:26][CH2:27][CH2:28][CH2:35][OH:36])[CH:17]=[N:16][C:15]=3[Cl:24])[CH2:10][CH:5]3[CH2:6][CH:7]([CH2:9][CH:3]([CH2:4]3)[CH2:2]1)[CH2:8]2, predict the reactants needed to synthesize it. The reactants are: [C:1]12([CH2:11][NH:12][C:13](=[O:25])[C:14]3[CH:19]=[C:18]([CH2:20][CH2:21][CH:22]=O)[CH:17]=[N:16][C:15]=3[Cl:24])[CH2:10][CH:5]3[CH2:6][CH:7]([CH2:9][CH:3]([CH2:4]3)[CH2:2]1)[CH2:8]2.[NH2:26][CH2:27][CH2:28]CO.C([BH3-])#N.[Na+].[CH3:35][OH:36].